Dataset: Full USPTO retrosynthesis dataset with 1.9M reactions from patents (1976-2016). Task: Predict the reactants needed to synthesize the given product. (1) Given the product [CH3:27][N:22]1[CH2:23][CH2:24][CH:19]([C:9]2[NH:10][C:11](=[O:18])[C:12]3[C:17]([C:8]=2[C:2]2[CH:3]=[CH:4][CH:5]=[CH:6][CH:7]=2)=[CH:16][CH:15]=[CH:14][CH:13]=3)[CH2:20][CH2:21]1, predict the reactants needed to synthesize it. The reactants are: Br.[C:2]1([C:8]2[C:17]3[C:12](=[CH:13][CH:14]=[CH:15][CH:16]=3)[C:11](=[O:18])[NH:10][C:9]=2[CH:19]2[CH2:24][CH2:23][NH:22][CH2:21][CH2:20]2)[CH:7]=[CH:6][CH:5]=[CH:4][CH:3]=1.C=O.[C:27]([BH3-])#N.[Na+].C(O)(=O)C. (2) Given the product [CH3:1][C:2]1([CH3:12])[O:6][C@@H:5]([CH2:7][CH2:8][O:9][S:21]([CH3:20])(=[O:23])=[O:22])[C:4]([CH3:11])([CH3:10])[O:3]1, predict the reactants needed to synthesize it. The reactants are: [CH3:1][C:2]1([CH3:12])[O:6][C@@H:5]([CH2:7][CH2:8][OH:9])[C:4]([CH3:11])([CH3:10])[O:3]1.C(N(CC)CC)C.[CH3:20][S:21](Cl)(=[O:23])=[O:22].O. (3) Given the product [Cl:1][C:10]1[C:11]2[C:6](=[CH:5][C:4]([O:3][CH3:2])=[CH:13][CH:12]=2)[CH:7]=[CH:8][N:9]=1, predict the reactants needed to synthesize it. The reactants are: [ClH:1].[CH3:2][O:3][C:4]1[CH:5]=[C:6]2[C:11](=[CH:12][CH:13]=1)[CH:10]=[N+:9]([O-])[CH:8]=[CH:7]2. (4) The reactants are: [CH3:1][O:2][C:3]1[CH:4]=[C:5]2[C:10](=[CH:11][C:12]=1[O:13][CH3:14])[C:9]([CH3:15])=[N:8][CH2:7][CH2:6]2.[Br:16][C:17]1[CH:22]=[CH:21][CH:20]=[C:19]([CH2:23]Br)[CH:18]=1. Given the product [Br:16][C:17]1[CH:18]=[C:19]([CH2:23][CH2:15][C@H:9]2[C:10]3[C:5](=[CH:4][C:3]([O:2][CH3:1])=[C:12]([O:13][CH3:14])[CH:11]=3)[CH2:6][CH2:7][NH:8]2)[CH:20]=[CH:21][CH:22]=1, predict the reactants needed to synthesize it. (5) Given the product [Cl:30][C:29]1[C:15]2[C:14]([N:11]3[CH2:12][CH2:13][NH:8][CH2:9][CH2:10]3)=[N:19][C:18]([C:20]3[CH:21]=[CH:22][N:23]=[CH:24][CH:25]=3)=[N:17][C:16]=2[C:26]([C:31]2[CH:35]=[CH:34][NH:33][N:32]=2)=[N:27][CH:28]=1, predict the reactants needed to synthesize it. The reactants are: C(OC([N:8]1[CH2:13][CH2:12][N:11]([C:14]2[C:15]3[C:29]([Cl:30])=[CH:28][N:27]=[C:26]([C:31]4[CH:35]=[CH:34][NH:33][N:32]=4)[C:16]=3[N:17]=[C:18]([C:20]3[CH:25]=[CH:24][N:23]=[CH:22][CH:21]=3)[N:19]=2)[CH2:10][CH2:9]1)=O)(C)(C)C.O1CCOCC1.Cl.